The task is: Binary Classification. Given a miRNA mature sequence and a target amino acid sequence, predict their likelihood of interaction.. This data is from Experimentally validated miRNA-target interactions with 360,000+ pairs, plus equal number of negative samples. (1) The miRNA is hsa-miR-518a-5p with sequence CUGCAAAGGGAAGCCCUUUC. The protein sequence of the target gene is MAAQRIRAANSNGLPRCKSEGTLIDLSEGFSETSFNDIKVPSPSALLVDNPTPFGNAKEVIAIKDYCPTNFTTLKFSKGDHLYVLDTSGGEWWYAHNTTEMGYIPSSYVQPLNYRNSTLSDSGMIDNLPDSPDEVAKELELLGGWTDDKKVPGRMYSNNPFWNGVQTNPFLNGNVPVMPSLDELNPKSTVDLLLFDAGTSSFTESSSATTNSTGNIFDELPVTNGLHAEPPVRRDNPFFRSKRSYSLSELSVLQAKSDAPTSSSFFTGLKSPAPEQFQSREDFRTAWLNHRKLARSCHDL.... Result: 1 (interaction). (2) The miRNA is mmu-miR-7042-3p with sequence UGUCCCUUUGUUUUCUCUCAG. The protein sequence of the target gene is MTDRFWDQWYLWYLRLLRLLDRGSFRNDGLKASDVLPILKEKVAFVSGGRDKRGGPILTFPARSNHDRIRQEDLRKLVTYLASVPSEDVCKRGFTVIIDMRGSKWDLIKPLLKTLQEAFPAEIHVALIIKPDNFWQKQKTNFGSSKFIFETSMVSVEGLTKLVDPSQLTEEFDGSLDYNHEEWIELRLSLEEFFNSAVHLLSRLEDLQEMLARKEFPVDVEGSRRLIDEHTQLKKKVLKAPVEELDREGQRLLQCIRCSDGFSGRNCIPGSADFQSLVPKITSLLDKLHSTRQHLHQMWH.... Result: 0 (no interaction). (3) The miRNA is hsa-miR-133a-3p with sequence UUUGGUCCCCUUCAACCAGCUG. The protein sequence of the target gene is MSSNTMLQKTLLILISFSVVTWMIFIISQNFTKLWSALNLSISVHYWNNSAKSLFPKTSLIPLKPLTETELRIKEIIEKLDQQIPPRPFTHVNTTTSATHSTATILNPRDTYCRGDQLDILLEVRDHLGQRKQYGGDFLRARMSSPALTAGASGKVMDFNNGTYLVSFTLFWEGQVSLSLLLIHPSEGASALWRARNQGYDKIIFKGKFVNGTSHVFTECGLTLNSNAELCEYLDDRDQEAFYCMKPQHMPCEALTYMTTRNREVSYLTDKENSLFHRSKVGVEMMKDRKHIDVTNCNKR.... Result: 0 (no interaction). (4) The miRNA is mmu-miR-509-3p with sequence UGAUUGACAUUUCUGUAAUGG. The protein sequence of the target gene is MEPEPVEDCVQSTLAALYPPFEATAPTLLGQVFQVVERTYREDALRYTLDFLVPAKHLLAKVQQEACAQYSGFLFFHEGWPLCLHEQVVVQLAALPWQLLRPGDFYLQVVPSAAQAPRLALKCLAPGGGRVQEVPVPNEACAYLFTPEWLQGINKDRPTGRLSTCLLSAPSGIQRLPWAELICPRFVHKEGLMVGHQPSTLPPELPSGPPGLPSPPLPEEALGTRSPGDGHNAPVEGPEGEYVELLEVTLPVRGSPTDAEGSPGLSRVRTVPTRKGAGGKGRHRRHRAWMHQKGLGPRGQ.... Result: 0 (no interaction).